Predict the product of the given reaction. From a dataset of Forward reaction prediction with 1.9M reactions from USPTO patents (1976-2016). (1) Given the reactants [CH2:1](OC(OCC)CBr)[CH3:2].Br.C([O-])(O)=O.[Na+].[NH2:16][C:17]1[C:18]([OH:24])=[N:19][CH:20]=[C:21]([CH3:23])[N:22]=1, predict the reaction product. The product is: [CH3:23][C:21]1[N:22]2[CH:1]=[CH:2][N:16]=[C:17]2[C:18]([OH:24])=[N:19][CH:20]=1. (2) Given the reactants [C:1]([C:3]1[C:8]([F:9])=[CH:7][C:6]([CH2:10][C:11]([OH:13])=[O:12])=[C:5]([F:14])[CH:4]=1)#[N:2].S(Cl)(Cl)=O.[CH3:19]O, predict the reaction product. The product is: [C:1]([C:3]1[C:8]([F:9])=[CH:7][C:6]([CH2:10][C:11]([O:13][CH3:19])=[O:12])=[C:5]([F:14])[CH:4]=1)#[N:2]. (3) Given the reactants [CH:1]1([C:4]([C:6]2[C:7]([CH3:25])=[N:8][C:9]3[S:10][C:11]4[CH2:12][NH:13][CH2:14][CH2:15][C:16]=4[C:17]=3[C:18]=2[C:19]2[CH:24]=[CH:23][CH:22]=[CH:21][CH:20]=2)=[O:5])[CH2:3][CH2:2]1, predict the reaction product. The product is: [CH:1]1([C:4]([C:6]2[C:7]([CH3:25])=[N:8][C:9]3[S:10][C:11]4[C:16]([C:17]=3[C:18]=2[C:19]2[CH:24]=[CH:23][CH:22]=[CH:21][CH:20]=2)=[CH:15][CH:14]=[N:13][CH:12]=4)=[O:5])[CH2:2][CH2:3]1. (4) Given the reactants C([Li])CCC.[F:6][C:7]1[CH:8]=[CH:9][C:10]([NH2:13])=[N:11][CH:12]=1.[CH3:14][C:15]1[C:20]([C:21]#[N:22])=[CH:19][N:18]=[CH:17][CH:16]=1, predict the reaction product. The product is: [F:6][C:7]1[CH:8]=[CH:9][C:10]([NH:13][C:21](=[NH:22])[C:20]2[C:15]([CH3:14])=[CH:16][CH:17]=[N:18][CH:19]=2)=[N:11][CH:12]=1. (5) Given the reactants [N:1]([C@@H:4]([C@@H:8]([C:16]1[CH:21]=[CH:20][C:19]([F:22])=[C:18]([F:23])[CH:17]=1)[C:9]1[CH:14]=[CH:13][CH:12]=[C:11]([F:15])[CH:10]=1)[C:5](O)=[O:6])=[N+:2]=[N-:3].[NH2:24][C:25]1[CH:55]=[CH:54][CH:53]=[C:52]([F:56])[C:26]=1[CH2:27][CH2:28][C@H:29]1[O:34][CH2:33][C@@H:32]([CH2:35][O:36][C:37](=[O:44])[NH:38][CH2:39][C:40]([F:43])([F:42])[F:41])[N:31]([C:45]([O:47][C:48]([CH3:51])([CH3:50])[CH3:49])=[O:46])[CH2:30]1.O=P(Cl)(Cl)Cl, predict the reaction product. The product is: [N:1]([C@@H:4]([C@@H:8]([C:16]1[CH:21]=[CH:20][C:19]([F:22])=[C:18]([F:23])[CH:17]=1)[C:9]1[CH:14]=[CH:13][CH:12]=[C:11]([F:15])[CH:10]=1)[C:5]([NH:24][C:25]1[CH:55]=[CH:54][CH:53]=[C:52]([F:56])[C:26]=1[CH2:27][CH2:28][C@H:29]1[O:34][CH2:33][C@@H:32]([CH2:35][O:36][C:37](=[O:44])[NH:38][CH2:39][C:40]([F:43])([F:41])[F:42])[N:31]([C:45]([O:47][C:48]([CH3:49])([CH3:50])[CH3:51])=[O:46])[CH2:30]1)=[O:6])=[N+:2]=[N-:3]. (6) Given the reactants [CH:1]([C:3]1[CH:16]=[CH:15][C:6]([O:7][CH2:8][CH2:9][CH2:10][C:11]([O:13][CH3:14])=[O:12])=[C:5]([O:17][CH3:18])[CH:4]=1)=[O:2].[N+:19]([O-])([OH:21])=[O:20].O.[K+].[Br-], predict the reaction product. The product is: [CH:1]([C:3]1[C:16]([N+:19]([O-:21])=[O:20])=[CH:15][C:6]([O:7][CH2:8][CH2:9][CH2:10][C:11]([O:13][CH3:14])=[O:12])=[C:5]([O:17][CH3:18])[CH:4]=1)=[O:2]. (7) Given the reactants [NH2:1][CH2:2][CH2:3][SH:4].[F:5][C:6]([F:16])([F:15])[C:7](=[O:14])[CH:8]=[C:9](SC)SC, predict the reaction product. The product is: [F:5][C:6]([F:16])([F:15])[C:7](=[O:14])[CH:8]=[C:9]1[NH:1][CH2:2][CH2:3][S:4]1. (8) Given the reactants C[O:2][C:3]([C:5]1[O:9][N:8]=[C:7]([C:10]2[CH:15]=[CH:14][CH:13]=[CH:12][N:11]=2)[CH:6]=1)=[O:4].[Li+].[OH-], predict the reaction product. The product is: [N:11]1[CH:12]=[CH:13][CH:14]=[CH:15][C:10]=1[C:7]1[CH:6]=[C:5]([C:3]([OH:4])=[O:2])[O:9][N:8]=1.